Dataset: Forward reaction prediction with 1.9M reactions from USPTO patents (1976-2016). Task: Predict the product of the given reaction. (1) Given the reactants C1C(=O)N([Br:8])C(=O)C1.[C:9]1([S:15]([N:18]2[C:26]3[C:21](=[CH:22][C:23]([OH:27])=[CH:24][CH:25]=3)[CH:20]=[CH:19]2)(=[O:17])=[O:16])[CH:14]=[CH:13][CH:12]=[CH:11][CH:10]=1, predict the reaction product. The product is: [Br:8][C:22]1[C:23]([OH:27])=[CH:24][CH:25]=[C:26]2[C:21]=1[CH:20]=[CH:19][N:18]2[S:15]([C:9]1[CH:10]=[CH:11][CH:12]=[CH:13][CH:14]=1)(=[O:16])=[O:17]. (2) Given the reactants [Br:1][C:2]1[N:7]2[CH:8]=[C:9]([CH:11]=[O:12])[N:10]=[C:6]2[CH:5]=[CH:4][CH:3]=1.[BH4-].[Na+], predict the reaction product. The product is: [Br:1][C:2]1[N:7]2[CH:8]=[C:9]([CH2:11][OH:12])[N:10]=[C:6]2[CH:5]=[CH:4][CH:3]=1. (3) The product is: [CH3:1][C:2]1[CH:16]=[CH:15][C:5]([O:6][CH2:7][CH2:8][N:9]2[CH2:14][CH2:13][O:12][CH2:11][CH2:10]2)=[CH:4][C:3]=1[NH2:17]. Given the reactants [CH3:1][C:2]1[CH:16]=[CH:15][C:5]([O:6][CH2:7][CH2:8][N:9]2[CH2:14][CH2:13][O:12][CH2:11][CH2:10]2)=[CH:4][C:3]=1[N+:17]([O-])=O.CC1C=CC(OCCC)=CC=1N, predict the reaction product. (4) Given the reactants [Cl:1][C:2]1[CH:19]=[C:18]([N+:20]([O-])=O)[CH:17]=[CH:16][C:3]=1[O:4][C:5]1[CH:6]=[C:7]([C:11]2([C:14]#[N:15])[CH2:13][CH2:12]2)[CH:8]=[CH:9][CH:10]=1.[Cl-].[Ca+2].[Cl-].C(O)C, predict the reaction product. The product is: [NH2:20][C:18]1[CH:17]=[CH:16][C:3]([O:4][C:5]2[CH:6]=[C:7]([C:11]3([C:14]#[N:15])[CH2:13][CH2:12]3)[CH:8]=[CH:9][CH:10]=2)=[C:2]([Cl:1])[CH:19]=1.